The task is: Predict the reactants needed to synthesize the given product.. This data is from Full USPTO retrosynthesis dataset with 1.9M reactions from patents (1976-2016). (1) The reactants are: C(OC([N:8]1[CH2:13][CH2:12][N:11]([C:14]2[CH:19]=[CH:18][C:17]([O:20][C:21]3[CH:26]=[CH:25][C:24]([I:27])=[CH:23][CH:22]=3)=[CH:16][CH:15]=2)[CH2:10][CH2:9]1)=O)(C)(C)C.[ClH:28]. Given the product [ClH:28].[I:27][C:24]1[CH:25]=[CH:26][C:21]([O:20][C:17]2[CH:16]=[CH:15][C:14]([N:11]3[CH2:10][CH2:9][NH:8][CH2:13][CH2:12]3)=[CH:19][CH:18]=2)=[CH:22][CH:23]=1, predict the reactants needed to synthesize it. (2) Given the product [F:1][C:2]1[C:3]2[NH:11][C:12](=[O:13])[N:14]([CH:15]3[CH2:20][CH2:19][N:18]([C:21]([O:23][C:24]([CH3:27])([CH3:26])[CH3:25])=[O:22])[CH2:17][CH2:16]3)[C:4]=2[CH:5]=[C:6]([CH3:9])[C:7]=1[F:8], predict the reactants needed to synthesize it. The reactants are: [F:1][C:2]1[C:7]([F:8])=[C:6]([CH3:9])[CH:5]=[C:4](I)[C:3]=1[NH:11][C:12]([NH:14][CH:15]1[CH2:20][CH2:19][N:18]([C:21]([O:23][C:24]([CH3:27])([CH3:26])[CH3:25])=[O:22])[CH2:17][CH2:16]1)=[O:13]. (3) Given the product [CH3:1][C:2]1[N:3]=[C:4]([C:8]2[C:16]3[CH2:15][CH2:14][O:13][CH2:12][C:11]=3[S:10][C:9]=2[NH:17][C:26]([C:18]2[CH2:22][CH2:21][CH2:20][C:19]=2[C:23]([OH:25])=[O:24])=[O:27])[S:5][C:6]=1[CH3:7], predict the reactants needed to synthesize it. The reactants are: [CH3:1][C:2]1[N:3]=[C:4]([C:8]2[C:16]3[CH2:15][CH2:14][O:13][CH2:12][C:11]=3[S:10][C:9]=2[NH2:17])[S:5][C:6]=1[CH3:7].[C:18]12[C:26](=[O:27])[O:25][C:23](=[O:24])[C:19]=1[CH2:20][CH2:21][CH2:22]2. (4) Given the product [Cl:1][C:2]1[N:7]=[C:6]([NH:8][C@H:9]2[CH2:14][CH2:13][C@H:12]([NH:15][C:16](=[O:22])[O:17][C:18]([CH3:21])([CH3:20])[CH3:19])[CH2:11][CH2:10]2)[CH:5]=[C:4]([C:23]2[C:31]3[C:26](=[N:27][CH:28]=[C:29]([O:32][CH2:44][C:43]#[CH:42])[CH:30]=3)[N:25]([S:33]([C:36]3[CH:41]=[CH:40][CH:39]=[CH:38][CH:37]=3)(=[O:35])=[O:34])[CH:24]=2)[CH:3]=1, predict the reactants needed to synthesize it. The reactants are: [Cl:1][C:2]1[N:7]=[C:6]([NH:8][C@H:9]2[CH2:14][CH2:13][C@H:12]([NH:15][C:16](=[O:22])[O:17][C:18]([CH3:21])([CH3:20])[CH3:19])[CH2:11][CH2:10]2)[CH:5]=[C:4]([C:23]2[C:31]3[C:26](=[N:27][CH:28]=[C:29]([OH:32])[CH:30]=3)[N:25]([S:33]([C:36]3[CH:41]=[CH:40][CH:39]=[CH:38][CH:37]=3)(=[O:35])=[O:34])[CH:24]=2)[CH:3]=1.[CH2:42](O)[C:43]#[CH:44].N(C(OC(C)(C)C)=O)=NC(OC(C)(C)C)=O.C1(P(C2C=CC=CC=2)C2C=CC=CC=2)C=CC=CC=1. (5) Given the product [NH2:17][C:3]1[C:4](=[O:16])[NH:5][C:6](=[O:15])[N:7]([CH2:8][C:9]2[CH:14]=[CH:13][CH:12]=[CH:11][CH:10]=2)[C:2]=1[NH2:1], predict the reactants needed to synthesize it. The reactants are: [NH2:1][C:2]1[N:7]([CH2:8][C:9]2[CH:14]=[CH:13][CH:12]=[CH:11][CH:10]=2)[C:6](=[O:15])[NH:5][C:4](=[O:16])[C:3]=1[N:17]=O.S(S([O-])=O)([O-])=O.[Na+].[Na+].